This data is from Reaction yield outcomes from USPTO patents with 853,638 reactions. The task is: Predict the reaction yield, written as a fraction of the theoretical maximum amount of product (1.0 means a 100% yield; for example, 0.34 means a 34% yield). (1) The catalyst is [H+].[H+].O.O.O.O.O.O.Cl[Pt-2](Cl)(Cl)(Cl)(Cl)Cl. The reactants are [CH3:1][O:2][C:3]1[C:13]([O:14][CH3:15])=[CH:12][C:6]([CH2:7][O:8][CH2:9][CH:10]=[CH2:11])=[C:5]([N+:16]([O-:18])=[O:17])[CH:4]=1.[CH3:19][O:20][SiH:21]([O:24][CH3:25])[O:22][CH3:23]. The yield is 0.430. The product is [CH3:19][O:20][Si:21]([O:24][CH3:25])([O:22][CH3:23])[CH2:11][CH2:10][CH2:9][O:8][CH2:7][C:6]1[CH:12]=[C:13]([O:14][CH3:15])[C:3]([O:2][CH3:1])=[CH:4][C:5]=1[N+:16]([O-:18])=[O:17]. (2) The reactants are [Cl:1][C:2]1[N:10]=[C:9]2[C:5]([N:6]=[C:7]([CH:13]=O)[N:8]2[CH2:11][CH3:12])=[C:4]([N:15]2[CH2:20][CH2:19][O:18][CH2:17][CH2:16]2)[N:3]=1.[CH:21]12[NH:29][CH:25]([CH2:26][NH:27][CH2:28]1)[CH2:24][O:23][CH2:22]2.C(O[BH-](OC(=O)C)OC(=O)C)(=O)C.[Na+].O. The catalyst is ClCCCl. The product is [Cl:1][C:2]1[N:10]=[C:9]2[C:5]([N:6]=[C:7]([CH2:13][N:27]3[CH2:28][CH:21]4[NH:29][CH:25]([CH2:24][O:23][CH2:22]4)[CH2:26]3)[N:8]2[CH2:11][CH3:12])=[C:4]([N:15]2[CH2:16][CH2:17][O:18][CH2:19][CH2:20]2)[N:3]=1. The yield is 0.230. (3) The reactants are Cl[C:2]1[CH:7]=[CH:6][N:5]2[N:8]=[CH:9][C:10]([C:11]([NH:13][CH:14]3[CH2:19][CH2:18][CH2:17][CH2:16][CH2:15]3)=[O:12])=[C:4]2[N:3]=1.[Cl:20][C:21]1[CH:22]=[C:23]([CH:26]=[CH:27][CH:28]=1)[CH2:24][NH2:25].C(N(CC)C(C)C)(C)C.C(O)C. The catalyst is CO.ClCCl. The product is [Cl:20][C:21]1[CH:22]=[C:23]([CH:26]=[CH:27][CH:28]=1)[CH2:24][NH:25][C:2]1[CH:7]=[CH:6][N:5]2[N:8]=[CH:9][C:10]([C:11]([NH:13][CH:14]3[CH2:19][CH2:18][CH2:17][CH2:16][CH2:15]3)=[O:12])=[C:4]2[N:3]=1. The yield is 0.770. (4) The reactants are [N:1]([CH2:4][CH2:5][NH:6][C:7](=[O:21])[CH2:8][CH2:9][CH2:10][CH2:11][CH2:12][CH2:13][CH2:14][CH2:15][CH2:16][CH2:17][CH2:18]CC)=[N+:2]=[N-:3].[CH2:22](C1C=CC(C(Cl)=O)=CC=1)[CH2:23]CCCCC.N(CCN)=[N+]=[N-].C(N(CC)CC)C. The catalyst is ClCCl. The product is [N:1]([CH2:4][CH2:5][NH:6][C:7](=[O:21])[C:8]1[CH:9]=[CH:10][C:11]([CH2:12][CH2:13][CH2:14][CH2:15][CH2:16][CH2:17][CH3:18])=[CH:23][CH:22]=1)=[N+:2]=[N-:3]. The yield is 0.750.